Predict which catalyst facilitates the given reaction. From a dataset of Catalyst prediction with 721,799 reactions and 888 catalyst types from USPTO. (1) Product: [CH2:1]([O:8][C:9](=[O:42])[C@@H:10]([NH:22][C:23](=[O:41])[C:24]1[CH:29]=[CH:28][C:27]([N:30]2[CH2:31][CH2:32][CH:33]([CH:36]=[O:37])[CH2:34][CH2:35]2)=[CH:26][CH:25]=1)[CH2:11][C:12]([O:14][CH2:15][C:16]1[CH:21]=[CH:20][CH:19]=[CH:18][CH:17]=1)=[O:13])[C:2]1[CH:7]=[CH:6][CH:5]=[CH:4][CH:3]=1. Reactant: [CH2:1]([O:8][C:9](=[O:42])[C@@H:10]([NH:22][C:23](=[O:41])[C:24]1[CH:29]=[CH:28][C:27]([N:30]2[CH2:35][CH2:34][CH:33]([CH:36](OC)[O:37]C)[CH2:32][CH2:31]2)=[CH:26][CH:25]=1)[CH2:11][C:12]([O:14][CH2:15][C:16]1[CH:21]=[CH:20][CH:19]=[CH:18][CH:17]=1)=[O:13])[C:2]1[CH:7]=[CH:6][CH:5]=[CH:4][CH:3]=1.FC(F)(F)C(O)=O. The catalyst class is: 2. (2) Reactant: Cl.[Br:2][C:3]1[CH:8]=[CH:7][C:6]([CH2:9][NH2:10])=[CH:5][CH:4]=1.CCN(CC)CC.Cl[C:19](=[O:25])[CH2:20][C:21]([O:23][CH3:24])=[O:22]. Product: [Br:2][C:3]1[CH:8]=[CH:7][C:6]([CH2:9][NH:10][C:19](=[O:25])[CH2:20][C:21]([O:23][CH3:24])=[O:22])=[CH:5][CH:4]=1. The catalyst class is: 23.